Dataset: Catalyst prediction with 721,799 reactions and 888 catalyst types from USPTO. Task: Predict which catalyst facilitates the given reaction. (1) Reactant: C(N(CC)CC)C.C(O)=O.[CH3:11][C@H:12]1[C:20]2[C:19]([N:21]3[CH2:26][CH2:25][N:24]([C:27]([O:29][C:30]([CH3:33])([CH3:32])[CH3:31])=[O:28])[CH2:23][CH2:22]3)=[N:18][CH:17]=[N:16][C:15]=2[C:14](=[O:34])[CH2:13]1.O[C@H]1C2N=CN=C(N3CCN(C(OC(C)(C)C)=O)CC3)C=2[C@H](C)C1. Product: [OH:34][C@@H:14]1[C:15]2[N:16]=[CH:17][N:18]=[C:19]([N:21]3[CH2:26][CH2:25][N:24]([C:27]([O:29][C:30]([CH3:33])([CH3:32])[CH3:31])=[O:28])[CH2:23][CH2:22]3)[C:20]=2[C@H:12]([CH3:11])[CH2:13]1. The catalyst class is: 2. (2) Reactant: [NH2:1][C:2]1[CH:10]=[CH:9][C:5]2[N:6]=[CH:7][S:8][C:4]=2[CH:3]=1.N1C=CC=CC=1.[C:17](Cl)(=O)[O:18]C1C=CC([N+]([O-])=O)=CC=1.[Cl:30][C:31]1[CH:37]=[C:36]([O:38][C:39]2[C:40]3[N:47]([CH3:48])[CH:46]=[CH:45][C:41]=3[N:42]=[CH:43][N:44]=2)[CH:35]=[CH:34][C:32]=1[NH2:33]. Product: [S:8]1[C:4]2[CH:3]=[C:2]([NH:1][C:17]([NH:33][C:32]3[CH:34]=[CH:35][C:36]([O:38][C:39]4[C:40]5[N:47]([CH3:48])[CH:46]=[CH:45][C:41]=5[N:42]=[CH:43][N:44]=4)=[CH:37][C:31]=3[Cl:30])=[O:18])[CH:10]=[CH:9][C:5]=2[N:6]=[CH:7]1. The catalyst class is: 395. (3) Reactant: [C:1]([O:5][C:6]([N:8]([C:24]1[CH:29]=[CH:28][C:27]([CH2:30][OH:31])=[CH:26][C:25]=1[N+:32]([O-:34])=[O:33])[C:9]1[N:14]=[CH:13][N:12]=[C:11]([N:15]([CH3:23])[C:16](=[O:22])[O:17][C:18]([CH3:21])([CH3:20])[CH3:19])[CH:10]=1)=[O:7])([CH3:4])([CH3:3])[CH3:2].[C:35](=O)([O-])[O-].[K+].[K+].S(OC)(OC)(=O)=O. Product: [C:1]([O:5][C:6]([N:8]([C:24]1[CH:29]=[CH:28][C:27]([CH2:30][O:31][CH3:35])=[CH:26][C:25]=1[N+:32]([O-:34])=[O:33])[C:9]1[N:14]=[CH:13][N:12]=[C:11]([N:15]([CH3:23])[C:16](=[O:22])[O:17][C:18]([CH3:20])([CH3:21])[CH3:19])[CH:10]=1)=[O:7])([CH3:2])([CH3:3])[CH3:4]. The catalyst class is: 21. (4) Reactant: [Br:1][C:2]1[CH:3]=[CH:4][C:5]([S:8](Cl)(=[O:10])=[O:9])=[N:6][CH:7]=1.[NH2:12][CH2:13][CH2:14][OH:15].CCN(C(C)C)C(C)C. Product: [Br:1][C:2]1[CH:3]=[CH:4][C:5]([S:8]([NH:12][CH2:13][CH2:14][OH:15])(=[O:10])=[O:9])=[N:6][CH:7]=1. The catalyst class is: 2. (5) Reactant: [CH:1]([O:4][C:5]1[N:10]=[C:9]([C:11](O)=[O:12])[CH:8]=[CH:7][C:6]=1[N+:14]([O-])=O)([CH3:3])[CH3:2].C(Cl)(C(Cl)=O)=O.[NH2:23][C:24]1[CH:25]=[CH:26][C:27]([C:34]([NH:36][C:37]2[CH:38]=[CH:39][C:40]([C:47]([NH:49][C:50]3[CH:51]=[CH:52][C:53]([C:60]([O:62][CH3:63])=[O:61])=[N:54][C:55]=3[O:56][CH:57]([CH3:59])[CH3:58])=[O:48])=[N:41][C:42]=2[O:43][CH:44]([CH3:46])[CH3:45])=[O:35])=[N:28][C:29]=1[O:30][CH:31]([CH3:33])[CH3:32].CCN(C(C)C)C(C)C. Product: [NH2:14][C:6]1[CH:7]=[CH:8][C:9]([C:11]([NH:23][C:24]2[CH:25]=[CH:26][C:27]([C:34]([NH:36][C:37]3[CH:38]=[CH:39][C:40]([C:47]([NH:49][C:50]4[CH:51]=[CH:52][C:53]([C:60]([O:62][CH3:63])=[O:61])=[N:54][C:55]=4[O:56][CH:57]([CH3:59])[CH3:58])=[O:48])=[N:41][C:42]=3[O:43][CH:44]([CH3:46])[CH3:45])=[O:35])=[N:28][C:29]=2[O:30][CH:31]([CH3:32])[CH3:33])=[O:12])=[N:10][C:5]=1[O:4][CH:1]([CH3:3])[CH3:2]. The catalyst class is: 59.